From a dataset of Peptide-MHC class I binding affinity with 185,985 pairs from IEDB/IMGT. Regression. Given a peptide amino acid sequence and an MHC pseudo amino acid sequence, predict their binding affinity value. This is MHC class I binding data. (1) The peptide sequence is NFLGGTTVCL. The MHC is Patr-A0701 with pseudo-sequence Patr-A0701. The binding affinity (normalized) is 0.0596. (2) The peptide sequence is YLGPQFCKS. The MHC is HLA-A02:02 with pseudo-sequence HLA-A02:02. The binding affinity (normalized) is 0.555. (3) The peptide sequence is ILGRYLPEF. The MHC is HLA-A02:01 with pseudo-sequence HLA-A02:01. The binding affinity (normalized) is 0.231.